From a dataset of Forward reaction prediction with 1.9M reactions from USPTO patents (1976-2016). Predict the product of the given reaction. (1) Given the reactants Cl[C:2]1[CH:7]=[C:6]([C:8]2[CH:13]=[CH:12][CH:11]=[C:10]([C:14]#[C:15][C@:16]3([OH:23])[CH2:20][CH2:19][N:18]([CH3:21])[C:17]3=[O:22])[CH:9]=2)[N:5]=[C:4]([C:24]([O:26][CH2:27][CH3:28])=[O:25])[CH:3]=1.C([Sn](CCCC)(CCCC)[C:34]1[N:39]=[CH:38][CH:37]=[CH:36][N:35]=1)CCC.COC1C=CC=C(OC)C=1C1C=CC=CC=1P(C1CCCCC1)C1CCCCC1, predict the reaction product. The product is: [OH:23][C@@:16]1([C:15]#[C:14][C:10]2[CH:9]=[C:8]([C:6]3[N:5]=[C:4]([C:24]([O:26][CH2:27][CH3:28])=[O:25])[CH:3]=[C:2]([C:34]4[N:39]=[CH:38][CH:37]=[CH:36][N:35]=4)[CH:7]=3)[CH:13]=[CH:12][CH:11]=2)[CH2:20][CH2:19][N:18]([CH3:21])[C:17]1=[O:22]. (2) Given the reactants N#N.Br[C:4]1[CH:5]=[N:6][N:7]([CH:9]([CH3:11])[CH3:10])[CH:8]=1.[CH3:12][C:13]1([CH3:29])[C:17]([CH3:19])([CH3:18])[O:16][B:15]([B:15]2[O:16][C:17]([CH3:19])([CH3:18])[C:13]([CH3:29])([CH3:12])[O:14]2)[O:14]1.C([O-])(=O)C.[K+], predict the reaction product. The product is: [CH:9]([N:7]1[CH:8]=[C:4]([B:15]2[O:16][C:17]([CH3:19])([CH3:18])[C:13]([CH3:29])([CH3:12])[O:14]2)[CH:5]=[N:6]1)([CH3:11])[CH3:10]. (3) The product is: [F:13][C:10]1[N:9]=[C:8]([C:14]([NH2:16])=[O:15])[C:7]([OH:18])=[N:12][CH:11]=1. Given the reactants S(=O)(=O)(O)O.N[C:7]1[C:8]([C:14]([NH2:16])=[O:15])=[N:9][C:10]([F:13])=[CH:11][N:12]=1.N([O-])=[O:18].[Na+].C(=O)([O-])O.[Na+], predict the reaction product.